This data is from Catalyst prediction with 721,799 reactions and 888 catalyst types from USPTO. The task is: Predict which catalyst facilitates the given reaction. (1) Reactant: [Cl:1][C:2]1[CH:3]=[C:4]([C:12]2[O:16][N:15]=[C:14]([C:17]3[CH:22]=[CH:21][C:20]([O:23][CH2:24][CH2:25][CH2:26][C:27]([O:29]CC)=[O:28])=[CH:19][C:18]=3[CH3:32])[N:13]=2)[CH:5]=[CH:6][C:7]=1[O:8][CH:9]([CH3:11])[CH3:10].[OH-].[Na+]. Product: [Cl:1][C:2]1[CH:3]=[C:4]([C:12]2[O:16][N:15]=[C:14]([C:17]3[CH:22]=[CH:21][C:20]([O:23][CH2:24][CH2:25][CH2:26][C:27]([OH:29])=[O:28])=[CH:19][C:18]=3[CH3:32])[N:13]=2)[CH:5]=[CH:6][C:7]=1[O:8][CH:9]([CH3:10])[CH3:11]. The catalyst class is: 252. (2) Reactant: [OH-].[Li+].C[O:4][C:5](=[O:36])[C:6]1[CH:35]=[CH:34][CH:33]=[C:8]([C:9]([NH:11][C:12]2[CH:17]=[CH:16][CH:15]=[C:14]([CH2:18][O:19][C:20]3[CH:25]=[CH:24][C:23]([C:26](=[O:28])[CH3:27])=[C:22]([OH:29])[C:21]=3[CH2:30][CH2:31][CH3:32])[CH:13]=2)=[O:10])[CH:7]=1.Cl. Product: [C:26]([C:23]1[CH:24]=[CH:25][C:20]([O:19][CH2:18][C:14]2[CH:13]=[C:12]([NH:11][C:9](=[O:10])[C:8]3[CH:7]=[C:6]([CH:35]=[CH:34][CH:33]=3)[C:5]([OH:36])=[O:4])[CH:17]=[CH:16][CH:15]=2)=[C:21]([CH2:30][CH2:31][CH3:32])[C:22]=1[OH:29])(=[O:28])[CH3:27]. The catalyst class is: 738. (3) Reactant: Br[CH:2]([C:6]1[CH:11]=[CH:10][C:9]([F:12])=[C:8]([O:13][CH3:14])[CH:7]=1)[C:3](=O)[CH3:4].[C:15]([NH:18][C:19]([NH2:21])=[S:20])(=[O:17])[CH3:16]. Product: [F:12][C:9]1[CH:10]=[CH:11][C:6]([C:2]2[S:20][C:19]([NH:18][C:15](=[O:17])[CH3:16])=[N:21][C:3]=2[CH3:4])=[CH:7][C:8]=1[O:13][CH3:14]. The catalyst class is: 8. (4) The catalyst class is: 136. Reactant: CS([O:5][CH2:6][CH2:7][C@@H:8]1[CH2:13][N:12]([C:14]([O:16][CH2:17][C:18]2[CH:23]=[CH:22][CH:21]=[CH:20][CH:19]=2)=[O:15])[CH2:11][CH2:10][N:9]1[C:24]([O:26][C:27]([CH3:30])([CH3:29])[CH3:28])=[O:25])(=O)=O.[C:31]1(O)[CH:36]=[CH:35][CH:34]=[CH:33][CH:32]=1.C(=O)([O-])[O-].[K+].[K+].[I-].[K+]. Product: [O:5]([CH2:6][CH2:7][C@@H:8]1[CH2:13][N:12]([C:14]([O:16][CH2:17][C:18]2[CH:23]=[CH:22][CH:21]=[CH:20][CH:19]=2)=[O:15])[CH2:11][CH2:10][N:9]1[C:24]([O:26][C:27]([CH3:30])([CH3:29])[CH3:28])=[O:25])[C:31]1[CH:36]=[CH:35][CH:34]=[CH:33][CH:32]=1. (5) Reactant: Cl[CH2:2][C:3]1[CH:8]=[CH:7][CH:6]=[CH:5][C:4]=1[C:9]1[CH:14]=[CH:13][C:12]([CH:15]([CH3:17])[CH3:16])=[CH:11][CH:10]=1.Cl.[O:19]=[C:20]1[C:25]([C:26]([O:28][CH2:29][CH3:30])=[O:27])=[CH:24][CH:23]=[CH:22][NH:21]1.[H-].[Na+]. Product: [CH:15]([C:12]1[CH:13]=[CH:14][C:9]([C:4]2[CH:5]=[CH:6][CH:7]=[CH:8][C:3]=2[CH2:2][N:21]2[CH:22]=[CH:23][CH:24]=[C:25]([C:26]([O:28][CH2:29][CH3:30])=[O:27])[C:20]2=[O:19])=[CH:10][CH:11]=1)([CH3:17])[CH3:16]. The catalyst class is: 3. (6) The catalyst class is: 307. Reactant: [CH3:1]C(C)([O-])C.[K+].[CH2:7]([O:9][C:10]1[CH:24]=[CH:23][C:13]2[CH:14]3[CH2:20][CH2:19][CH:18]([CH:21]=O)[CH2:17][CH:15]3[O:16][C:12]=2[C:11]=1[F:25])[CH3:8].O.Cl. Product: [CH2:7]([O:9][C:10]1[CH:24]=[CH:23][C:13]2[CH:14]3[CH2:20][CH2:19][CH:18]([CH:21]=[CH2:1])[CH2:17][CH:15]3[O:16][C:12]=2[C:11]=1[F:25])[CH3:8]. (7) Reactant: [CH3:1][N:2]1[C:14]2[CH2:13][CH2:12][CH:11]([CH:15]3[CH2:20][CH2:19][O:18][CH2:17][CH2:16]3)[CH2:10][C:9]=2[C:8]2[C:3]1=[CH:4][CH:5]=[C:6]([C:21](O)=[O:22])[CH:7]=2.Cl.[CH:25]1([NH:28][C:29]([C@@H:31]2[CH2:35][CH2:34][NH:33][CH2:32]2)=[O:30])[CH2:27][CH2:26]1.CN(C(ON1N=NC2C=CC=NC1=2)=[N+](C)C)C.F[P-](F)(F)(F)(F)F.C(N(CC)C(C)C)(C)C. Product: [CH:25]1([NH:28][C:29]([C@@H:31]2[CH2:35][CH2:34][N:33]([C:21]([C:6]3[CH:7]=[C:8]4[C:3](=[CH:4][CH:5]=3)[N:2]([CH3:1])[C:14]3[CH2:13][CH2:12][CH:11]([CH:15]5[CH2:16][CH2:17][O:18][CH2:19][CH2:20]5)[CH2:10][C:9]4=3)=[O:22])[CH2:32]2)=[O:30])[CH2:27][CH2:26]1. The catalyst class is: 3.